From a dataset of Forward reaction prediction with 1.9M reactions from USPTO patents (1976-2016). Predict the product of the given reaction. (1) Given the reactants [CH2:1]([N:3]1[CH:8]=[CH:7][CH:6]=[C:5]([CH2:9][NH:10][N:11]2[CH2:16][CH2:15][C:14]([CH3:17])=[C:13]([CH2:18][C:19]([OH:21])=O)[C:12]2=[O:22])[C:4]1=[O:23])[CH3:2].C1CN([P+](ON2N=NC3C=CC=CC2=3)(N2CCCC2)N2CCCC2)CC1.F[P-](F)(F)(F)(F)F.[NH2:57][CH2:58][C:59]1[C:60]([CH3:75])=[CH:61][C:62]([NH:67][C:68](=[O:74])[O:69][C:70]([CH3:73])([CH3:72])[CH3:71])=[N:63][C:64]=1[CH2:65][OH:66].O, predict the reaction product. The product is: [CH2:1]([N:3]1[CH:8]=[CH:7][CH:6]=[C:5]([CH2:9][NH:10][N:11]2[CH2:16][CH2:15][C:14]([CH3:17])=[C:13]([CH2:18][C:19]([NH:57][CH2:58][C:59]3[C:60]([CH3:75])=[CH:61][C:62]([NH:67][C:68](=[O:74])[O:69][C:70]([CH3:71])([CH3:72])[CH3:73])=[N:63][C:64]=3[CH2:65][OH:66])=[O:21])[C:12]2=[O:22])[C:4]1=[O:23])[CH3:2]. (2) Given the reactants [C:1]([O:5][C:6]([N:8]1[CH2:13][CH2:12][CH:11]([CH2:14][C:15]2[CH:20]=[CH:19][C:18]([NH2:21])=[CH:17][CH:16]=2)[CH2:10][CH2:9]1)=[O:7])([CH3:4])([CH3:3])[CH3:2].[N-:22]=[N+:23]=[N-:24].[Na+].N([O-])=O.[Na+].[C:30](O)(=O)C, predict the reaction product. The product is: [C:1]([O:5][C:6]([N:8]1[CH2:13][CH2:12][CH:11]([CH2:14][C:15]2[CH:20]=[CH:19][C:18]([N:21]3[CH:30]=[N:24][N:23]=[N:22]3)=[CH:17][CH:16]=2)[CH2:10][CH2:9]1)=[O:7])([CH3:4])([CH3:2])[CH3:3]. (3) Given the reactants [F:1][C:2]1[CH:7]=[CH:6][C:5]([CH2:8][N:9]2[CH2:14][CH2:13][CH:12]([CH2:15][C:16]([O:18]CC)=O)[CH2:11][CH2:10]2)=[CH:4][CH:3]=1.[C:21]1([CH:27]([NH2:29])[CH3:28])[CH:26]=[CH:25][CH:24]=[CH:23][CH:22]=1.CCN=C=NCCCN(C)C.C1C=CC2N(O)N=NC=2C=1, predict the reaction product. The product is: [C:21]1([CH:27]([NH:29][C:16]([CH2:15][CH:12]2[CH2:11][CH2:10][N:9]([CH2:8][C:5]3[CH:4]=[CH:3][C:2]([F:1])=[CH:7][CH:6]=3)[CH2:14][CH2:13]2)=[O:18])[CH3:28])[CH:26]=[CH:25][CH:24]=[CH:23][CH:22]=1. (4) The product is: [OH:5][CH2:4][CH2:3][C:2]([NH:1][C:8](=[O:9])[O:10][C:11]([CH3:14])([CH3:13])[CH3:12])([CH3:7])[CH3:6]. Given the reactants [NH2:1][C:2]([CH3:7])([CH3:6])[CH2:3][CH2:4][OH:5].[C:8](O[C:8]([O:10][C:11]([CH3:14])([CH3:13])[CH3:12])=[O:9])([O:10][C:11]([CH3:14])([CH3:13])[CH3:12])=[O:9], predict the reaction product. (5) Given the reactants C(=O)([O-])[O-].[Ca+2].[NH2:6][C:7]1[CH:12]=[C:11]([C:13]([F:16])([F:15])[F:14])[C:10]([C:17]2[CH:22]=[CH:21][C:20]([S:23]([NH:26][CH2:27][C@@H:28]3[CH2:32][CH2:31][CH2:30][N:29]3[C:33]([O:35][C:36]([CH3:39])([CH3:38])[CH3:37])=[O:34])(=[O:25])=[O:24])=[CH:19][CH:18]=2)=[C:9]([Cl:40])[CH:8]=1.[C:41](Cl)(Cl)=[S:42].Cl, predict the reaction product. The product is: [Cl:40][C:9]1[CH:8]=[C:7]([N:6]=[C:41]=[S:42])[CH:12]=[C:11]([C:13]([F:15])([F:16])[F:14])[C:10]=1[C:17]1[CH:22]=[CH:21][C:20]([S:23]([NH:26][CH2:27][C@@H:28]2[CH2:32][CH2:31][CH2:30][N:29]2[C:33]([O:35][C:36]([CH3:37])([CH3:39])[CH3:38])=[O:34])(=[O:24])=[O:25])=[CH:19][CH:18]=1. (6) Given the reactants [OH-].[Na+].C([O:5][C:6](=[O:43])[CH2:7][CH2:8][NH:9][C:10](=[O:42])[C:11]1[CH:16]=[CH:15][C:14]([O:17][CH:18]([C:25]2[CH:30]=[CH:29][C:28]([C:31]3[CH:36]=[CH:35][C:34]([C:37]([F:40])([F:39])[F:38])=[CH:33][CH:32]=3)=[CH:27][CH:26]=2)[CH2:19][CH2:20][CH2:21][CH2:22][CH2:23][CH3:24])=[C:13]([F:41])[CH:12]=1)C, predict the reaction product. The product is: [F:41][C:13]1[CH:12]=[C:11]([CH:16]=[CH:15][C:14]=1[O:17][CH:18]([C:25]1[CH:30]=[CH:29][C:28]([C:31]2[CH:32]=[CH:33][C:34]([C:37]([F:38])([F:39])[F:40])=[CH:35][CH:36]=2)=[CH:27][CH:26]=1)[CH2:19][CH2:20][CH2:21][CH2:22][CH2:23][CH3:24])[C:10]([NH:9][CH2:8][CH2:7][C:6]([OH:43])=[O:5])=[O:42]. (7) Given the reactants [F:1][C:2]1[CH:16]=[CH:15][C:5]([CH2:6][O:7][C:8]2[CH:13]=[CH:12][C:11]([NH2:14])=[CH:10][CH:9]=2)=[CH:4][CH:3]=1.[CH3:17][O:18][C:19](=[O:24])[CH2:20][C:21](Cl)=[O:22], predict the reaction product. The product is: [CH3:17][O:18][C:19](=[O:24])[CH2:20][C:21]([NH:14][C:11]1[CH:12]=[CH:13][C:8]([O:7][CH2:6][C:5]2[CH:15]=[CH:16][C:2]([F:1])=[CH:3][CH:4]=2)=[CH:9][CH:10]=1)=[O:22]. (8) Given the reactants [F:1][C:2]1[CH:3]=[C:4]([CH:45]=[CH:46][CH:47]=1)[CH2:5][N:6]1[CH:10]=[C:9]([C:11]2[C:19]3[C:14](=[N:15][CH:16]=[C:17]([C:20]4[CH:21]=[CH:22][C:23]([O:33][CH3:34])=[C:24]([NH:26][S:27]([CH:30]5[CH2:32][CH2:31]5)(=[O:29])=[O:28])[CH:25]=4)[CH:18]=3)[N:13](S(C3C=CC(C)=CC=3)(=O)=O)[CH:12]=2)[CH:8]=[N:7]1.[OH-].[Li+], predict the reaction product. The product is: [F:1][C:2]1[CH:3]=[C:4]([CH:45]=[CH:46][CH:47]=1)[CH2:5][N:6]1[CH:10]=[C:9]([C:11]2[C:19]3[C:14](=[N:15][CH:16]=[C:17]([C:20]4[CH:21]=[CH:22][C:23]([O:33][CH3:34])=[C:24]([NH:26][S:27]([CH:30]5[CH2:31][CH2:32]5)(=[O:29])=[O:28])[CH:25]=4)[CH:18]=3)[NH:13][CH:12]=2)[CH:8]=[N:7]1. (9) Given the reactants [Cl:1][C:2]1[C:7]([NH2:8])=[CH:6][CH:5]=[CH:4][N:3]=1.Br[C:10]1[CH:17]=[CH:16][CH:15]=[CH:14][C:11]=1[CH:12]=[CH2:13].CN(C1C(C2C(P(C3CCCCC3)C3CCCCC3)=CC=CC=2)=CC=CC=1)C, predict the reaction product. The product is: [Cl:1][C:2]1[C:7]([NH:8][C:10]2[CH:17]=[CH:16][CH:15]=[CH:14][C:11]=2[CH:12]=[CH2:13])=[CH:6][CH:5]=[CH:4][N:3]=1. (10) Given the reactants [CH3:1][O:2][C:3](=[O:15])[C:4]1[CH:9]=[C:8]([C:10]([F:13])([F:12])[F:11])[CH:7]=[C:6]([NH2:14])[CH:5]=1.C(=O)([O-])[O-].[K+].[K+].I[CH2:23][CH3:24], predict the reaction product. The product is: [CH3:1][O:2][C:3](=[O:15])[C:4]1[CH:9]=[C:8]([C:10]([F:13])([F:12])[F:11])[CH:7]=[C:6]([NH:14][CH2:23][CH3:24])[CH:5]=1.